This data is from NCI-60 drug combinations with 297,098 pairs across 59 cell lines. The task is: Regression. Given two drug SMILES strings and cell line genomic features, predict the synergy score measuring deviation from expected non-interaction effect. (1) Drug 1: C1=CN(C(=O)N=C1N)C2C(C(C(O2)CO)O)(F)F. Drug 2: CCN(CC)CCNC(=O)C1=C(NC(=C1C)C=C2C3=C(C=CC(=C3)F)NC2=O)C. Cell line: OVCAR3. Synergy scores: CSS=33.8, Synergy_ZIP=-5.91, Synergy_Bliss=-8.63, Synergy_Loewe=-32.9, Synergy_HSA=-6.70. (2) Drug 1: C1=C(C(=O)NC(=O)N1)F. Drug 2: CN(CCCl)CCCl.Cl. Cell line: MOLT-4. Synergy scores: CSS=38.9, Synergy_ZIP=7.34, Synergy_Bliss=1.80, Synergy_Loewe=0.689, Synergy_HSA=3.41. (3) Drug 1: CC1=CC2C(CCC3(C2CCC3(C(=O)C)OC(=O)C)C)C4(C1=CC(=O)CC4)C. Drug 2: CC12CCC3C(C1CCC2OP(=O)(O)O)CCC4=C3C=CC(=C4)OC(=O)N(CCCl)CCCl.[Na+]. Cell line: SNB-19. Synergy scores: CSS=-9.88, Synergy_ZIP=3.09, Synergy_Bliss=-5.00, Synergy_Loewe=-13.1, Synergy_HSA=-13.1. (4) Drug 1: C1CN1P(=S)(N2CC2)N3CC3. Drug 2: CC1=C(C(=O)C2=C(C1=O)N3CC4C(C3(C2COC(=O)N)OC)N4)N. Cell line: U251. Synergy scores: CSS=45.9, Synergy_ZIP=-4.61, Synergy_Bliss=-0.956, Synergy_Loewe=-9.01, Synergy_HSA=3.06.